Dataset: Catalyst prediction with 721,799 reactions and 888 catalyst types from USPTO. Task: Predict which catalyst facilitates the given reaction. (1) Reactant: [OH:1][C:2]1[CH2:6][N:5]([C:7]([O:9][C:10]([CH3:13])([CH3:12])[CH3:11])=[O:8])[C:4](=[O:14])[CH:3]=1.CCN(C(C)C)C(C)C.[S:24](Cl)([C:27]1[CH:33]=[CH:32][C:30]([CH3:31])=[CH:29][CH:28]=1)(=[O:26])=[O:25]. Product: [O:14]=[C:4]1[CH:3]=[C:2]([O:1][S:24]([C:27]2[CH:33]=[CH:32][C:30]([CH3:31])=[CH:29][CH:28]=2)(=[O:26])=[O:25])[CH2:6][N:5]1[C:7]([O:9][C:10]([CH3:11])([CH3:13])[CH3:12])=[O:8]. The catalyst class is: 2. (2) Reactant: Br[C:2]1[CH:3]=[C:4]2[C:9](=[CH:10][CH:11]=1)[N:8]([C:12]1[C:16]3[CH2:17][N:18]([C:21](=[O:23])[CH3:22])[CH2:19][CH2:20][C:15]=3[N:14]([CH:24]3[CH2:27][O:26][CH2:25]3)[N:13]=1)[CH2:7][CH2:6][CH2:5]2.C([O-])([O-])=O.[Na+].[Na+].[CH3:34][C:35]1([CH3:51])[C:39]([CH3:41])([CH3:40])[O:38][B:37]([B:37]2[O:38][C:39]([CH3:41])([CH3:40])[C:35]([CH3:51])([CH3:34])[O:36]2)[O:36]1.ClCCl. Product: [O:26]1[CH2:25][CH:24]([N:14]2[C:15]3[CH2:20][CH2:19][N:18]([C:21](=[O:23])[CH3:22])[CH2:17][C:16]=3[C:12]([N:8]3[C:9]4[C:4](=[CH:3][C:2]([B:37]5[O:38][C:39]([CH3:41])([CH3:40])[C:35]([CH3:51])([CH3:34])[O:36]5)=[CH:11][CH:10]=4)[CH2:5][CH2:6][CH2:7]3)=[N:13]2)[CH2:27]1. The catalyst class is: 151. (3) Reactant: CO[C:3]([C:5]1[CH:10]=[CH:9][C:8]([N:11]2[CH2:16][CH2:15][C:14]3[CH:17]=[C:18]([C:20]4[CH:25]=[CH:24][C:23]([Cl:26])=[CH:22][CH:21]=4)[S:19][C:13]=3[C:12]2=[O:27])=CN=1)=[O:4].[N:28]1([CH2:33][CH2:34][NH2:35])[CH2:32][CH2:31][CH2:30][CH2:29]1.[Al](C)(C)[CH3:37].Cl.[CH3:41][CH2:42][OH:43]. Product: [ClH:26].[Cl:26][C:23]1[CH:24]=[CH:25][C:20]([C:18]2[S:19][C:13]3[C:12](=[O:27])[N:11]([C:8]4[CH:9]=[CH:10][C:5]([C:3]([NH:35][CH2:34][CH2:33][N:28]5[CH2:32][CH2:31][CH2:30][CH2:29]5)=[O:4])=[C:42]([O:43][CH3:37])[CH:41]=4)[CH2:16][CH2:15][C:14]=3[CH:17]=2)=[CH:21][CH:22]=1. The catalyst class is: 308. (4) Reactant: [Br:1][C:2]1[CH:3]=[C:4]([CH:16]=[CH:17][CH:18]=1)[CH2:5][N:6]1[C:10]([CH3:11])=[N:9][C:8]([C:12]([NH:14][NH2:15])=[O:13])=[N:7]1.[F:19][C:20]([F:32])([F:31])[O:21][C:22]1[CH:30]=[CH:29][C:25]([C:26](O)=O)=[CH:24][CH:23]=1. Product: [Br:1][C:2]1[CH:3]=[C:4]([CH:16]=[CH:17][CH:18]=1)[CH2:5][N:6]1[C:10]([CH3:11])=[N:9][C:8]([C:12]2[O:13][C:26]([C:25]3[CH:29]=[CH:30][C:22]([O:21][C:20]([F:19])([F:31])[F:32])=[CH:23][CH:24]=3)=[N:15][N:14]=2)=[N:7]1. The catalyst class is: 265.